From a dataset of CYP2D6 inhibition data for predicting drug metabolism from PubChem BioAssay. Regression/Classification. Given a drug SMILES string, predict its absorption, distribution, metabolism, or excretion properties. Task type varies by dataset: regression for continuous measurements (e.g., permeability, clearance, half-life) or binary classification for categorical outcomes (e.g., BBB penetration, CYP inhibition). Dataset: cyp2d6_veith. (1) The compound is CCCCOc1ccccc1N. The result is 0 (non-inhibitor). (2) The molecule is O=c1c(-c2cc(F)cc(F)c2)nc2cnc(Oc3ccccc3)nc2n1C1CC1. The result is 0 (non-inhibitor). (3) The compound is CC(=O)NS(=O)(=O)c1ccc(NC(=S)NC(=O)C(C)(C)C)cc1. The result is 0 (non-inhibitor). (4) The drug is O=C(O)CN=C1NC2(CCCC2)Cc2ccccc21. The result is 0 (non-inhibitor). (5) The compound is COc1ccc2c(c1)Cc1sc(NC(=O)c3ccco3)nc1-2. The result is 0 (non-inhibitor). (6) The molecule is COCCCNC(=S)NC1CC2CCCC(C1)N2Cc1cccs1. The result is 1 (inhibitor). (7) The molecule is CC(C)c1nnc(-c2ccc(Cl)cc2)c(N(C)C)n1. The result is 0 (non-inhibitor). (8) The molecule is Cc1cccc(-n2cnc(C(=O)NC3CCCCCC3)c2)n1. The result is 0 (non-inhibitor).